Dataset: Full USPTO retrosynthesis dataset with 1.9M reactions from patents (1976-2016). Task: Predict the reactants needed to synthesize the given product. (1) Given the product [CH2:1]([O:3][C:4](=[O:19])[CH2:5][C:6]1[C:15]2[C:10](=[CH:11][C:12]([CH:16]=[O:21])=[CH:13][CH:14]=2)[CH:9]=[CH:8][C:7]=1[Cl:18])[CH3:2], predict the reactants needed to synthesize it. The reactants are: [CH2:1]([O:3][C:4](=[O:19])[CH2:5][C:6]1[C:15]2[C:10](=[CH:11][C:12]([C:16]#N)=[CH:13][CH:14]=2)[CH:9]=[CH:8][C:7]=1[Cl:18])[CH3:2].[PH2]([O-])=[O:21].[Na+]. (2) Given the product [F:1][C:2]1[CH:3]=[C:4]([C:9]2[CH:14]=[CH:13][C:12]([C:15]([NH:17][C@@H:18]([C:30]([OH:32])=[O:31])[CH2:19][C:20]([OH:22])=[O:21])=[O:16])=[C:11]([NH:40][C:41]([NH:43][C:44]3[C:49]([CH3:50])=[CH:48][C:47]([CH3:51])=[CH:46][C:45]=3[CH3:52])=[O:42])[CH:10]=2)[CH:5]=[CH:6][C:7]=1[F:8], predict the reactants needed to synthesize it. The reactants are: [F:1][C:2]1[CH:3]=[C:4]([C:9]2[CH:14]=[CH:13][C:12]([C:15]([NH:17][C@@H:18]([C:30]([O:32]CC3C=CC=CC=3)=[O:31])[CH2:19][C:20]([O:22]CC3C=CC=CC=3)=[O:21])=[O:16])=[C:11]([NH:40][C:41]([NH:43][C:44]3[C:49]([CH3:50])=[CH:48][C:47]([CH3:51])=[CH:46][C:45]=3[CH3:52])=[O:42])[CH:10]=2)[CH:5]=[CH:6][C:7]=1[F:8].[H][H]. (3) Given the product [C:21]1([CH3:31])[CH:26]=[CH:25][C:24]([S:27]([OH:1])(=[O:29])=[O:28])=[CH:23][CH:22]=1, predict the reactants needed to synthesize it. The reactants are: [OH:1]CCC1C=CC(CCO)=CC=1.C1N2CCN(CC2)C1.[C:21]1([CH3:31])[CH:26]=[CH:25][C:24]([S:27](Cl)(=[O:29])=[O:28])=[CH:23][CH:22]=1. (4) Given the product [C:1]1([C:17]2[CH:18]=[CH:19][CH:20]=[CH:21][CH:22]=2)[CH:6]=[CH:5][C:4]([N:7]2[CH:12]=[CH:11][CH:10]=[C:9]([C:13]([NH:23][C@@H:24]([CH2:32][CH2:33][CH2:34][NH:35][C:36]([NH:38][S:39]([C:42]3[C:43]([CH3:56])=[C:44]4[C:49](=[C:50]([CH3:53])[C:51]=3[CH3:52])[O:48][C:47]([CH3:55])([CH3:54])[CH2:46][CH2:45]4)(=[O:40])=[O:41])=[NH:37])[C:25]([O:27][C:28]([CH3:29])([CH3:30])[CH3:31])=[O:26])=[O:14])[C:8]2=[O:16])=[CH:3][CH:2]=1, predict the reactants needed to synthesize it. The reactants are: [C:1]1([C:17]2[CH:22]=[CH:21][CH:20]=[CH:19][CH:18]=2)[CH:6]=[CH:5][C:4]([N:7]2[CH:12]=[CH:11][CH:10]=[C:9]([C:13](O)=[O:14])[C:8]2=[O:16])=[CH:3][CH:2]=1.[NH2:23][C@@H:24]([CH2:32][CH2:33][CH2:34][NH:35][C:36]([NH:38][S:39]([C:42]1[C:43]([CH3:56])=[C:44]2[C:49](=[C:50]([CH3:53])[C:51]=1[CH3:52])[O:48][C:47]([CH3:55])([CH3:54])[CH2:46][CH2:45]2)(=[O:41])=[O:40])=[NH:37])[C:25]([O:27][C:28]([CH3:31])([CH3:30])[CH3:29])=[O:26].CN(C(ON1N=NC2C=CC=CC1=2)=[N+](C)C)C.F[P-](F)(F)(F)(F)F.CCN(C(C)C)C(C)C. (5) Given the product [CH2:1]([O:8][C:9]1[CH:14]=[C:13]([O:15][CH2:16][C:17]2[CH:22]=[CH:21][CH:20]=[CH:19][CH:18]=2)[C:12]([CH:23]([CH3:25])[CH3:24])=[CH:11][C:10]=1[C:26]1[O:30][N:29]=[C:28]([C:31]([NH:33][CH2:34][CH3:35])=[O:32])[C:27]=1[C:36]1[N:37]=[C:45]([CH:40]2[CH2:44][CH2:43][CH2:42][CH2:41]2)[O:39][N:38]=1)[C:2]1[CH:7]=[CH:6][CH:5]=[CH:4][CH:3]=1, predict the reactants needed to synthesize it. The reactants are: [CH2:1]([O:8][C:9]1[CH:14]=[C:13]([O:15][CH2:16][C:17]2[CH:22]=[CH:21][CH:20]=[CH:19][CH:18]=2)[C:12]([CH:23]([CH3:25])[CH3:24])=[CH:11][C:10]=1[C:26]1[O:30][N:29]=[C:28]([C:31]([NH:33][CH2:34][CH3:35])=[O:32])[C:27]=1[C:36](=[N:38][OH:39])[NH2:37])[C:2]1[CH:7]=[CH:6][CH:5]=[CH:4][CH:3]=1.[CH:40]1([C:45](Cl)=O)[CH2:44][CH2:43][CH2:42][CH2:41]1. (6) Given the product [Cl:32][C:27]1[CH:28]=[CH:29][CH:30]=[CH:31][C:26]=1[O:25][C:22]1[CH:23]=[CH:24][C:19]([S:16]([NH:15][C@@H:10]2[CH2:11][CH2:12][CH2:13][C:14]3[N:6]([CH2:5][C:4]([OH:33])=[O:3])[N:7]=[CH:8][C:9]2=3)(=[O:17])=[O:18])=[CH:20][CH:21]=1, predict the reactants needed to synthesize it. The reactants are: C([O:3][C:4](=[O:33])[CH2:5][N:6]1[C:14]2[CH2:13][CH2:12][CH2:11][C@@H:10]([NH:15][S:16]([C:19]3[CH:24]=[CH:23][C:22]([O:25][C:26]4[CH:31]=[CH:30][CH:29]=[CH:28][C:27]=4[Cl:32])=[CH:21][CH:20]=3)(=[O:18])=[O:17])[C:9]=2[CH:8]=[N:7]1)C.[OH-].[Na+]. (7) Given the product [F:8][C:9]1[CH:16]=[CH:15][C:12]([CH:13]([N:6]([CH3:7])[CH3:5])[C:1]#[N:2])=[CH:11][CH:10]=1, predict the reactants needed to synthesize it. The reactants are: [C-:1]#[N:2].[Na+].Cl.[CH3:5][NH:6][CH3:7].[F:8][C:9]1[CH:16]=[CH:15][C:12]([CH:13]=O)=[CH:11][CH:10]=1.